From a dataset of Catalyst prediction with 721,799 reactions and 888 catalyst types from USPTO. Predict which catalyst facilitates the given reaction. (1) Reactant: [CH3:1][N:2]1[C:7](=[O:8])[CH:6]=[CH:5][C:4]([NH:9]C(=O)OC(C)(C)C)=[CH:3]1.[ClH:17]. Product: [ClH:17].[NH2:9][C:4]1[CH:5]=[CH:6][C:7](=[O:8])[N:2]([CH3:1])[CH:3]=1. The catalyst class is: 12. (2) Reactant: [CH:1]1([CH2:7][CH2:8][CH2:9][C@@H:10]([C:15]2[O:19][N:18]=[C:17]([C:20]([O:22][CH2:23][CH3:24])=[O:21])[N:16]=2)[CH2:11][C:12](O)=[O:13])[CH2:6][CH2:5][CH2:4][CH2:3][CH2:2]1.C(N(CC)C(C)C)(C)C.F[P-](F)(F)(F)(F)F.[N:41]1([O:50]C(N(C)C)=[N+](C)C)C2N=CC=CC=2N=N1.Cl.NO.Cl. Product: [CH:1]1([CH2:7][CH2:8][CH2:9][C@@H:10]([C:15]2[O:19][N:18]=[C:17]([C:20]([O:22][CH2:23][CH3:24])=[O:21])[N:16]=2)[CH2:11][C:12]([NH:41][OH:50])=[O:13])[CH2:6][CH2:5][CH2:4][CH2:3][CH2:2]1. The catalyst class is: 9.